From a dataset of Catalyst prediction with 721,799 reactions and 888 catalyst types from USPTO. Predict which catalyst facilitates the given reaction. (1) Reactant: [NH2:1][C:2]1[CH:14]=[CH:13][C:5]([C:6]([NH:8][C:9]([CH3:12])([CH3:11])[CH3:10])=[O:7])=[CH:4][CH:3]=1.Cl[C:16]1[CH2:17][C:18]([CH3:32])([CH3:31])[CH2:19][C:20]2[C:21]=1[S:22][CH2:23][C@@H:24]([C:26]([O:28][CH2:29][CH3:30])=[O:27])[N:25]=2. Product: [C:9]([NH:8][C:6]([C:5]1[CH:13]=[CH:14][C:2](/[N:1]=[C:16]2\[CH2:17][C:18]([CH3:31])([CH3:32])[CH2:19][C:20]3[NH:25][CH:24]([C:26]([O:28][CH2:29][CH3:30])=[O:27])[CH2:23][S:22][C:21]\2=3)=[CH:3][CH:4]=1)=[O:7])([CH3:10])([CH3:11])[CH3:12]. The catalyst class is: 8. (2) Reactant: [OH:1][CH2:2][C:3]1[CH:8]=[C:7]([O:9][CH2:10][CH2:11][N:12](S(C2C=CC=CC=2[N+]([O-])=O)(=O)=O)[CH2:13][CH2:14][C:15]([O:17][CH3:18])=[O:16])[CH:6]=[C:5]([CH2:31][OH:32])[N:4]=1.C(=O)([O-])[O-].[Cs+].[Cs+].C1(S)C=CC=CC=1. Product: [OH:32][CH2:31][C:5]1[CH:6]=[C:7]([O:9][CH2:10][CH2:11][NH:12][CH2:13][CH2:14][C:15]([O:17][CH3:18])=[O:16])[CH:8]=[C:3]([CH2:2][OH:1])[N:4]=1. The catalyst class is: 10. (3) Reactant: [Br:1][C:2]1[CH:7]=[CH:6][C:5]([S:8]([O:11][C@@H:12]2[CH2:16][N:15](C(OC(C)(C)C)=O)[C@H:14]([C:24](=[O:36])[NH:25][C@:26]3([C:31]([O:33][CH2:34][CH3:35])=[O:32])[CH2:28][C@H:27]3[CH:29]=[CH2:30])[CH2:13]2)(=[O:10])=[O:9])=[CH:4][CH:3]=1. Product: [Br:1][C:2]1[CH:7]=[CH:6][C:5]([S:8]([O:11][C@@H:12]2[CH2:16][NH:15][C@H:14]([C:24]([NH:25][C@:26]3([C:31]([O:33][CH2:34][CH3:35])=[O:32])[CH2:28][C@H:27]3[CH:29]=[CH2:30])=[O:36])[CH2:13]2)(=[O:9])=[O:10])=[CH:4][CH:3]=1. The catalyst class is: 33. (4) Reactant: [C:1]([O:10][CH3:11])(=[O:9])[C:2]1[C:3](=[CH:5][CH:6]=[CH:7][CH:8]=1)[NH2:4].O=[CH:13][CH2:14][NH:15][C:16](=[O:22])[O:17][C:18]([CH3:21])([CH3:20])[CH3:19].C(O)(=O)C.C(O[BH-](OC(=O)C)OC(=O)C)(=O)C.[Na+]. Product: [CH3:11][O:10][C:1](=[O:9])[C:2]1[CH:8]=[CH:7][CH:6]=[CH:5][C:3]=1[NH:4][CH2:13][CH2:14][NH:15][C:16]([O:17][C:18]([CH3:21])([CH3:20])[CH3:19])=[O:22]. The catalyst class is: 61. (5) Reactant: [CH2:1]([P:5]([CH2:10][CH:11]([CH3:13])[CH3:12])[CH2:6][CH2:7][CH2:8][NH2:9])[CH:2]([CH3:4])[CH3:3].[CH:14](=O)[C:15]1[CH:20]=[CH:19][CH:18]=[CH:17][CH:16]=1. Product: [CH:14](=[N:9][CH2:8][CH2:7][CH2:6][P:5]([CH2:10][CH:11]([CH3:13])[CH3:12])[CH2:1][CH:2]([CH3:3])[CH3:4])[C:15]1[CH:20]=[CH:19][CH:18]=[CH:17][CH:16]=1. The catalyst class is: 8. (6) Reactant: [OH:1][C:2]1[CH:3]=[C:4]([B:8]2[O:16][C:13]([CH3:15])([CH3:14])[C:10]([CH3:12])([CH3:11])[O:9]2)[CH:5]=[CH:6][CH:7]=1.Br[CH2:18][CH:19]1[CH2:24][CH2:23][CH2:22][CH2:21][O:20]1.C(=O)([O-])[O-].[K+].[K+]. Product: [CH3:12][C:10]1([CH3:11])[C:13]([CH3:15])([CH3:14])[O:16][B:8]([C:4]2[CH:3]=[C:2]([CH:7]=[CH:6][CH:5]=2)[O:1][CH2:18][CH:19]2[CH2:24][CH2:23][CH2:22][CH2:21][O:20]2)[O:9]1. The catalyst class is: 3. (7) Reactant: [F:1][C:2]([F:16])([F:15])[C:3]1[CH:4]=[CH:5][C:6]([N:9]2[CH2:14][CH2:13][NH:12][CH2:11][CH2:10]2)=[N:7][CH:8]=1.Br[C@@H:18]([CH3:22])[C:19]([OH:21])=[O:20]. Product: [F:16][C:2]([F:1])([F:15])[C:3]1[CH:4]=[CH:5][C:6]([N:9]2[CH2:10][CH2:11][N:12]([C@H:18]([CH3:22])[C:19]([OH:21])=[O:20])[CH2:13][CH2:14]2)=[N:7][CH:8]=1. The catalyst class is: 2. (8) Reactant: [H-].[H-].[H-].[H-].[Li+].[Al+3].[Br:7][C:8]1[CH:20]=[N:19][C:11]2[NH:12][C:13](=O)[C@@H:14]([CH3:17])[NH:15][CH2:16][C:10]=2[CH:9]=1. Product: [Br:7][C:8]1[CH:20]=[N:19][C:11]2[NH:12][CH2:13][C@@H:14]([CH3:17])[NH:15][CH2:16][C:10]=2[CH:9]=1. The catalyst class is: 1. (9) Reactant: [CH3:1][O:2][C:3]1[CH:16]=[CH:15][CH:14]=[CH:13][C:4]=1[O:5][C:6]1[CH:7]=[C:8]([NH2:12])[CH:9]=[CH:10][CH:11]=1.[N:17]1[CH:22]=[C:21]([CH:23]=O)[CH:20]=[N:19][CH:18]=1.C(O)(=O)C.C(O[BH-](OC(=O)C)OC(=O)C)(=O)C.[Na+]. Product: [CH3:1][O:2][C:3]1[CH:16]=[CH:15][CH:14]=[CH:13][C:4]=1[O:5][C:6]1[CH:7]=[C:8]([NH:12][CH2:23][C:21]2[CH:22]=[N:17][CH:18]=[N:19][CH:20]=2)[CH:9]=[CH:10][CH:11]=1. The catalyst class is: 68. (10) Reactant: [NH2:1][C:2]1[C:3]([C:7](=[N:17][OH:18])[NH:8][C:9]2[CH:14]=[CH:13][C:12]([F:15])=[C:11]([Cl:16])[CH:10]=2)=[N:4][O:5][N:6]=1.C(N(CC)C(C)C)(C)C.[CH2:28]([N:35]=[C:36]=[O:37])[C:29]1[CH:34]=[CH:33][CH:32]=[CH:31][CH:30]=1. Product: [NH2:1][C:2]1[C:3]([C:7](=[N:17][O:18][C:36]([NH:35][CH2:28][C:29]2[CH:34]=[CH:33][CH:32]=[CH:31][CH:30]=2)=[O:37])[NH:8][C:9]2[CH:14]=[CH:13][C:12]([F:15])=[C:11]([Cl:16])[CH:10]=2)=[N:4][O:5][N:6]=1. The catalyst class is: 4.